From a dataset of Full USPTO retrosynthesis dataset with 1.9M reactions from patents (1976-2016). Predict the reactants needed to synthesize the given product. (1) Given the product [O:26]=[C:22]1[C:23]2[C:19](=[CH:18][C:17]([C:14]3[N:13]4[CH:27]=[CH:28][N:29]=[C:12]4[C:11]([NH:10][C:7]4[CH:8]=[CH:9][C:4]([C:3]([OH:30])=[O:2])=[CH:5][CH:6]=4)=[CH:16][CH:15]=3)=[CH:25][CH:24]=2)[CH2:20][NH:21]1, predict the reactants needed to synthesize it. The reactants are: C[O:2][C:3](=[O:30])[C:4]1[CH:9]=[CH:8][C:7]([NH:10][C:11]2[C:12]3[N:13]([CH:27]=[CH:28][N:29]=3)[C:14]([C:17]3[CH:18]=[C:19]4[C:23](=[CH:24][CH:25]=3)[C:22](=[O:26])[NH:21][CH2:20]4)=[CH:15][CH:16]=2)=[CH:6][CH:5]=1.ClC1N2C=CN=C2C(NC2C=CC(N3CCN(C(C)C)CC3)=CC=2)=CC=1.O.[OH-].[Li+]. (2) Given the product [Br:8][C:6]1[CH:7]=[C:2]([C:14]2[C:10]([CH3:9])=[N:11][O:12][C:13]=2[CH3:24])[CH:3]=[N:4][CH:5]=1, predict the reactants needed to synthesize it. The reactants are: Br[C:2]1[CH:3]=[N:4][CH:5]=[C:6]([Br:8])[CH:7]=1.[CH3:9][C:10]1[C:14](B2OC(C)(C)C(C)(C)O2)=[C:13]([CH3:24])[O:12][N:11]=1.C(=O)([O-])[O-].[K+].[K+]. (3) Given the product [CH2:5]([O:1][C:2]1[CH:3]=[C:4]2[C:8](=[CH:9][CH:10]=1)[NH:7][C:6]([C:11]([NH:24][C:23]1[CH:22]=[CH:21][C:20]([O:19][CH2:18][CH2:17][N:16]([CH2:14][CH3:15])[CH2:27][CH3:28])=[CH:26][CH:25]=1)=[O:13])=[CH:5]2)[C:4]1[CH:8]=[CH:9][CH:10]=[CH:2][CH:3]=1, predict the reactants needed to synthesize it. The reactants are: [OH:1][C:2]1[CH:3]=[C:4]2[C:8](=[CH:9][CH:10]=1)[NH:7][C:6]([C:11]([OH:13])=O)=[CH:5]2.[CH2:14]([N:16]([CH2:27][CH3:28])[CH2:17][CH2:18][O:19][C:20]1[CH:26]=[CH:25][C:23]([NH2:24])=[CH:22][CH:21]=1)[CH3:15]. (4) Given the product [CH3:24][C:25]1[CH:31]=[CH:30][C:29]([N+:32]([O-:34])=[O:33])=[CH:28][C:26]=1[NH:27][C:2]1[CH:3]=[C:4]2[C:8](=[CH:9][CH:10]=1)[C:7](=[O:11])[N:6]([C:12]1[CH:17]=[CH:16][CH:15]=[CH:14][CH:13]=1)[CH2:5]2, predict the reactants needed to synthesize it. The reactants are: Br[C:2]1[CH:3]=[C:4]2[C:8](=[CH:9][CH:10]=1)[C:7](=[O:11])[N:6]([C:12]1[CH:17]=[CH:16][CH:15]=[CH:14][CH:13]=1)[CH2:5]2.CC(C)([O-])C.[K+].[CH3:24][C:25]1[CH:31]=[CH:30][C:29]([N+:32]([O-:34])=[O:33])=[CH:28][C:26]=1[NH2:27].C(Cl)(Cl)Cl. (5) Given the product [Cl:1][C:2]1[CH:3]=[CH:4][C:5]([C:8]2[C:14]3[CH:15]=[C:16]([O:19][CH2:20][C:21]([OH:23])=[O:22])[CH:17]=[CH:18][C:13]=3[N:12]3[C:26]([CH3:29])=[N:27][N:28]=[C:11]3[C@H:10]([CH2:30][C:31]([NH:33][CH2:34][CH3:35])=[O:32])[N:9]=2)=[CH:6][CH:7]=1, predict the reactants needed to synthesize it. The reactants are: [Cl:1][C:2]1[CH:7]=[CH:6][C:5]([C:8]2[C:14]3[CH:15]=[C:16]([O:19][CH2:20][C:21]([O:23]CC)=[O:22])[CH:17]=[CH:18][C:13]=3[N:12]3[C:26]([CH3:29])=[N:27][N:28]=[C:11]3[C@H:10]([CH2:30][C:31]([NH:33][CH2:34][CH3:35])=[O:32])[N:9]=2)=[CH:4][CH:3]=1.[Li+].[OH-].C(O)(=O)CC(CC(O)=O)(C(O)=O)O. (6) Given the product [CH2:4]([N:5]=[N+:6]=[N-:7])[C:3]1[CH:8]=[CH:9][CH:10]=[CH:11][CH:2]=1, predict the reactants needed to synthesize it. The reactants are: F[C:2]1[CH:11]=[CH:10][CH:9]=[C:8](F)[C:3]=1[CH2:4][N:5]=[N+:6]=[N-:7].[N-]=[N+]=[N-].[Na+].FC1C=CC=C(F)C=1CCl. (7) Given the product [F:12][C:13]1[CH:14]=[CH:15][C:16]([C:19]2[CH:28]=[CH:27][C:26]3[C:21](=[CH:22][CH:23]=[C:24]([S:29]([C:30]4[CH:39]=[CH:38][CH:37]=[CH:36][C:31]=4[C:32]([O:34][CH3:35])=[O:33])(=[O:42])=[O:40])[CH:25]=3)[N:20]=2)=[CH:17][CH:18]=1, predict the reactants needed to synthesize it. The reactants are: ClC1C=C(C=CC=1)C(OO)=O.[F:12][C:13]1[CH:18]=[CH:17][C:16]([C:19]2[CH:28]=[CH:27][C:26]3[C:21](=[CH:22][CH:23]=[C:24]([S:29][C:30]4[CH:39]=[CH:38][CH:37]=[CH:36][C:31]=4[C:32]([O:34][CH3:35])=[O:33])[CH:25]=3)[N:20]=2)=[CH:15][CH:14]=1.[OH-:40].[Ca+2].[OH-:42]. (8) Given the product [OH:8][CH:1]([C:2]1[CH:7]=[CH:6][CH:5]=[CH:4][CH:3]=1)[C:9]1[CH:10]=[C:11]([CH:17]=[CH:18][CH:19]=1)[C:12]([O:14][CH2:15][CH3:16])=[O:13], predict the reactants needed to synthesize it. The reactants are: [C:1]([C:9]1[CH:10]=[C:11]([CH:17]=[CH:18][CH:19]=1)[C:12]([O:14][CH2:15][CH3:16])=[O:13])(=[O:8])[C:2]1[CH:7]=[CH:6][CH:5]=[CH:4][CH:3]=1.[BH4-].[Na+]. (9) Given the product [F:1][C:2]1[CH:7]=[C:6]([S:8]([CH3:11])(=[O:9])=[O:10])[CH:5]=[C:4]([F:12])[C:3]=1[C:13]1[N:18]=[C:17]([C:19]([OH:21])=[O:20])[CH:16]=[CH:15][C:14]=1[F:23], predict the reactants needed to synthesize it. The reactants are: [F:1][C:2]1[CH:7]=[C:6]([S:8]([CH3:11])(=[O:10])=[O:9])[CH:5]=[C:4]([F:12])[C:3]=1[C:13]1[N:18]=[C:17]([C:19]([O:21]C)=[O:20])[CH:16]=[CH:15][C:14]=1[F:23].[OH-].[Na+].Cl. (10) Given the product [OH:16][C:6]1[C:5]([OH:4])=[CH:10][C:9]([C:11]#[N:12])=[C:8]([CH:20]=[CH2:21])[C:7]=1[C:14]#[N:15], predict the reactants needed to synthesize it. The reactants are: C([O:4][C:5]1[CH:10]=[C:9]([C:11]#[N:12])[C:8](Br)=[C:7]([C:14]#[N:15])[C:6]=1[O:16]C(=O)C)(=O)C.[CH2:20]([Sn](CCCC)(CCCC)C=C)[CH2:21]CC.